From a dataset of Forward reaction prediction with 1.9M reactions from USPTO patents (1976-2016). Predict the product of the given reaction. (1) Given the reactants OC([C@H:4]1[N:9]([C:10]([O:12][CH2:13][C:14]2C=CC=CC=2)=[O:11])[CH2:8][C@H:7]([C:20]([O:22]C)=[O:21])[CH2:6][CH2:5]1)C.O.[OH-].[Li+].Cl, predict the reaction product. The product is: [CH3:14][CH:13]1[C@@H:4]2[CH2:5][CH2:6][C@@H:7]([C:20]([OH:22])=[O:21])[CH2:8][N:9]2[C:10](=[O:11])[O:12]1. (2) Given the reactants O.[NH2:2][NH2:3].C(OCC)C.[CH3:9][C:10](=[CH:13][C:14]1[CH:19]=[CH:18][CH:17]=[CH:16][CH:15]=1)[CH:11]=O, predict the reaction product. The product is: [CH3:9][CH:10]1[CH:13]([C:14]2[CH:19]=[CH:18][CH:17]=[CH:16][CH:15]=2)[NH:3][N:2]=[CH:11]1. (3) Given the reactants [Br:1][C:2]1[S:3][CH:4]=[CH:5][CH:6]=1.[CH2:7]([NH:9][CH2:10][CH2:11][OH:12])C.[O-]P([O-])([O-])=O.[K+].[K+].[K+], predict the reaction product. The product is: [CH3:7][N:9]([CH3:2])[CH2:10][CH2:11][OH:12].[Br:1][C:2]1[S:3][CH:4]=[CH:5][CH:6]=1. (4) The product is: [Cl:1][C:2]1[CH:9]=[CH:8][C:5]([CH2:6][N:31]2[CH2:32][CH:28]3[CH2:27][N:26]([C:33]([O:35][N:44]4[C:45](=[O:46])[CH2:40][CH2:41][C:42]4=[O:43])=[O:34])[CH2:25][CH:29]3[CH2:30]2)=[C:4]([N:22]2[CH2:23][CH2:24][CH:19]([C:17]([N:12]3[CH2:16][CH2:15][CH2:14][CH2:13]3)=[O:18])[CH2:20][CH2:21]2)[CH:3]=1. Given the reactants [Cl:1][C:2]1[CH:9]=[CH:8][C:5]([CH:6]=O)=[C:4](F)[CH:3]=1.Cl.[N:12]1([C:17]([CH:19]2[CH2:24][CH2:23][NH:22][CH2:21][CH2:20]2)=[O:18])[CH2:16][CH2:15][CH2:14][CH2:13]1.[CH2:25]1[CH:29]2[CH2:30][NH:31][CH2:32][CH:28]2[CH2:27][N:26]1[C:33]([O:35]C(C)(C)C)=[O:34].[CH2:40]1[C:45](=[O:46])[N:44](OC(O[N:44]2[C:45](=[O:46])[CH2:40][CH2:41][C:42]2=[O:43])=O)[C:42](=[O:43])[CH2:41]1, predict the reaction product. (5) Given the reactants [F:1][C:2]1[CH:8]=[CH:7][C:5]([NH2:6])=[C:4]([CH3:9])[CH:3]=1.[C:10]([CH2:12][C:13](OCC)=[O:14])#[N:11], predict the reaction product. The product is: [C:10]([CH2:12][C:13]([NH:6][C:5]1[CH:7]=[CH:8][C:2]([F:1])=[CH:3][C:4]=1[CH3:9])=[O:14])#[N:11]. (6) The product is: [CH2:1]([O:3][C:4]([C:6]1[CH:7]=[N:8][N:9]([C:11]2[N:15]([CH2:16][O:17][CH2:18][CH2:19][O:20][CH3:21])[C:14]3[CH:22]=[C:23]([S:30]([CH3:31])=[O:34])[C:24]([C:26]([F:29])([F:27])[F:28])=[CH:25][C:13]=3[N:12]=2)[CH:10]=1)=[O:5])[CH3:2]. Given the reactants [CH2:1]([O:3][C:4]([C:6]1[CH:7]=[N:8][N:9]([C:11]2[N:15]([CH2:16][O:17][CH2:18][CH2:19][O:20][CH3:21])[C:14]3[CH:22]=[C:23]([S:30][CH3:31])[C:24]([C:26]([F:29])([F:28])[F:27])=[CH:25][C:13]=3[N:12]=2)[CH:10]=1)=[O:5])[CH3:2].CO.[OH:34]OS([O-])=O.[K+].S([O-])(O[O-])(=O)=O.[K+].[K+], predict the reaction product. (7) Given the reactants [Cl:1][C:2]1[N:7]=[CH:6][C:5]2[C:8]([O:30][CH2:31][CH2:32][OH:33])=[N:9][N:10]([C:11]([C:24]3[CH:29]=[CH:28][CH:27]=[CH:26][CH:25]=3)([C:18]3[CH:23]=[CH:22][CH:21]=[CH:20][CH:19]=3)[C:12]3[CH:17]=[CH:16][CH:15]=[CH:14][CH:13]=3)[C:4]=2[CH:3]=1.[F:34][C:35]([F:43])(S(F)(=O)=O)C(O)=O, predict the reaction product. The product is: [Cl:1][C:2]1[N:7]=[CH:6][C:5]2[C:8]([O:30][CH2:31][CH2:32][O:33][CH:35]([F:43])[F:34])=[N:9][N:10]([C:11]([C:18]3[CH:23]=[CH:22][CH:21]=[CH:20][CH:19]=3)([C:24]3[CH:25]=[CH:26][CH:27]=[CH:28][CH:29]=3)[C:12]3[CH:13]=[CH:14][CH:15]=[CH:16][CH:17]=3)[C:4]=2[CH:3]=1. (8) Given the reactants [CH3:1][O:2][C:3](=[O:21])[C@@H:4]([N:13]1[C:17]([CH3:18])=[CH:16][C:15]([Cl:19])=[C:14]1[CH3:20])[CH2:5][C:6]1[CH:11]=[CH:10][C:9]([OH:12])=[CH:8][CH:7]=1.C1(P(C2C=CC=CC=2)C2C=CC=CC=2)C=CC=CC=1.[CH3:41][C:42]1[O:46][C:45]([C:47]2[CH:52]=[CH:51][CH:50]=[CH:49][CH:48]=2)=[N:44][C:43]=1[CH2:53][CH2:54]O.CC(OC(/N=N/C(OC(C)C)=O)=O)C, predict the reaction product. The product is: [CH3:1][O:2][C:3](=[O:21])[C@@H:4]([N:13]1[C:17]([CH3:18])=[CH:16][C:15]([Cl:19])=[C:14]1[CH3:20])[CH2:5][C:6]1[CH:11]=[CH:10][C:9]([O:12][CH2:54][CH2:53][C:43]2[N:44]=[C:45]([C:47]3[CH:52]=[CH:51][CH:50]=[CH:49][CH:48]=3)[O:46][C:42]=2[CH3:41])=[CH:8][CH:7]=1. (9) Given the reactants [CH3:1][O:2][C:3]([NH:5][CH2:6][CH2:7][CH2:8][N:9]([C:37]1[CH:42]=[C:41]([Cl:43])[CH:40]=[CH:39][C:38]=1[CH3:44])[CH:10]1[CH2:15][CH2:14][CH2:13][N:12]([C:16]([NH:18][C@@H:19]([CH2:30][CH:31]2[CH2:36][CH2:35][CH2:34][CH2:33][CH2:32]2)[CH2:20][N:21](C)[C:22](=O)OC(C)(C)C)=[O:17])[CH2:11]1)=[O:4], predict the reaction product. The product is: [Cl:43][C:41]1[CH:40]=[CH:39][C:38]([CH3:44])=[C:37]([N:9]([C@H:10]2[CH2:15][CH2:14][CH2:13][N:12]([C:16](=[O:17])[NH:18][C@H:19]([CH2:20][NH:21][CH3:22])[CH2:30][CH:31]3[CH2:32][CH2:33][CH2:34][CH2:35][CH2:36]3)[CH2:11]2)[CH2:8][CH2:7][CH2:6][NH:5][C:3](=[O:4])[O:2][CH3:1])[CH:42]=1.[Cl:43][C:41]1[CH:40]=[CH:39][C:38]([CH3:44])=[C:37]([N:9]([C@@H:10]2[CH2:15][CH2:14][CH2:13][N:12]([C:16](=[O:17])[NH:18][C@H:19]([CH2:20][NH:21][CH3:22])[CH2:30][CH:31]3[CH2:32][CH2:33][CH2:34][CH2:35][CH2:36]3)[CH2:11]2)[CH2:8][CH2:7][CH2:6][NH:5][C:3](=[O:4])[O:2][CH3:1])[CH:42]=1. (10) Given the reactants [CH2:1]([O:3][C:4](=[O:32])[CH2:5][C:6]1[CH:7]=[N:8][C:9]([OH:31])=[C:10]([C:12]2[CH:17]=[CH:16][C:15]([C:18]([F:21])([F:20])[F:19])=[CH:14][C:13]=2[CH2:22][N:23]([C:26]([CH:28]2[CH2:30][CH2:29]2)=[O:27])[CH2:24][CH3:25])[CH:11]=1)[CH3:2].Cl.Cl[CH2:35][C:36]1[N:37]=[C:38]([CH3:41])[S:39][CH:40]=1, predict the reaction product. The product is: [CH2:1]([O:3][C:4](=[O:32])[CH2:5][C:6]1[CH:7]=[N:8][C:9]([O:31][CH2:35][C:36]2[N:37]=[C:38]([CH3:41])[S:39][CH:40]=2)=[C:10]([C:12]2[CH:17]=[CH:16][C:15]([C:18]([F:21])([F:20])[F:19])=[CH:14][C:13]=2[CH2:22][N:23]([C:26]([CH:28]2[CH2:29][CH2:30]2)=[O:27])[CH2:24][CH3:25])[CH:11]=1)[CH3:2].